Dataset: Forward reaction prediction with 1.9M reactions from USPTO patents (1976-2016). Task: Predict the product of the given reaction. (1) Given the reactants I[C:2]1[CH:3]=[N:4][C:5]([N:8]2[CH2:13][CH2:12][N:11]([S:14]([CH3:17])(=[O:16])=[O:15])[CH2:10][CH2:9]2)=[N:6][CH:7]=1.[CH2:18]([OH:25])[C:19]1[CH:24]=[CH:23][CH:22]=[CH:21][CH:20]=1.N1C2C(=CC=C3C=2N=CC=C3)C=CC=1.C(=O)([O-])[O-].[Cs+].[Cs+], predict the reaction product. The product is: [CH2:18]([O:25][C:2]1[CH:3]=[N:4][C:5]([N:8]2[CH2:13][CH2:12][N:11]([S:14]([CH3:17])(=[O:16])=[O:15])[CH2:10][CH2:9]2)=[N:6][CH:7]=1)[C:19]1[CH:24]=[CH:23][CH:22]=[CH:21][CH:20]=1. (2) Given the reactants [Cl:1][C:2]1[CH:3]=[C:4]([C:12]2[O:16][N:15]=[C:14]([C:17]3[CH:25]=[CH:24][C:23]([CH2:26][CH2:27]C(O)=O)=[C:22]4[C:18]=3[CH:19]=[CH:20][NH:21]4)[N:13]=2)[CH:5]=[N:6][C:7]=1[O:8][CH:9]([CH3:11])[CH3:10].[C:31](=[O:36])([O:34][CH3:35])OC.[CH2:37]1N2CCN(CC2)C1, predict the reaction product. The product is: [Cl:1][C:2]1[CH:3]=[C:4]([C:12]2[O:16][N:15]=[C:14]([C:17]3[CH:25]=[CH:24][C:23]([CH2:26][CH2:27][C:31]([O:34][CH3:35])=[O:36])=[C:22]4[C:18]=3[CH:19]=[CH:20][N:21]4[CH3:37])[N:13]=2)[CH:5]=[N:6][C:7]=1[O:8][CH:9]([CH3:11])[CH3:10]. (3) Given the reactants [CH:1]1([CH:4]([C:29]2[CH:30]=[N:31][C:32]([O:35][CH3:36])=[CH:33][CH:34]=2)[O:5][C:6]2[CH:26]=[CH:25][C:9]([CH2:10][NH:11][C:12]3[C:17]([NH2:18])=[CH:16][C:15]([C:19]4[CH:20]=[N:21][N:22]([CH3:24])[CH:23]=4)=[CH:14][N:13]=3)=[CH:8][C:7]=2[O:27][CH3:28])[CH2:3][CH2:2]1.C(N(CC)CC)C.[C:44]([N:49]=[C:50]=S)(=[O:48])[O:45][CH2:46][CH3:47].C1(S(Cl)(=O)=O)C=CC=CC=1, predict the reaction product. The product is: [CH2:46]([O:45][C:44](=[O:48])[NH:49][C:50]1[N:11]([CH2:10][C:9]2[CH:25]=[CH:26][C:6]([O:5][CH:4]([CH:1]3[CH2:3][CH2:2]3)[C:29]3[CH:30]=[N:31][C:32]([O:35][CH3:36])=[CH:33][CH:34]=3)=[C:7]([O:27][CH3:28])[CH:8]=2)[C:12]2=[N:13][CH:14]=[C:15]([C:19]3[CH:20]=[N:21][N:22]([CH3:24])[CH:23]=3)[CH:16]=[C:17]2[N:18]=1)[CH3:47]. (4) Given the reactants [CH3:1][CH:2]([CH3:36])[CH2:3][S:4]([NH:7][CH2:8][C@H:9]1[CH2:14][N:13]([S:15]([C:18]2[S:19][CH:20]=[CH:21][CH:22]=2)(=[O:17])=[O:16])[CH2:12][CH2:11][N:10]1[C:23]1[CH:28]=[CH:27][C:26]([C:29]([OH:35])([CH3:34])[C:30]([F:33])([F:32])[F:31])=[CH:25][CH:24]=1)(=[O:6])=[O:5].I[C:38]1[CH:39]=[N:40][CH:41]=[CH:42][CH:43]=1.CNCCNC.C(=O)([O-])[O-].[Cs+].[Cs+], predict the reaction product. The product is: [CH3:1][CH:2]([CH3:36])[CH2:3][S:4]([N:7]([C:38]1[CH:39]=[N:40][CH:41]=[CH:42][CH:43]=1)[CH2:8][C@H:9]1[CH2:14][N:13]([S:15]([C:18]2[S:19][CH:20]=[CH:21][CH:22]=2)(=[O:16])=[O:17])[CH2:12][CH2:11][N:10]1[C:23]1[CH:28]=[CH:27][C:26]([C:29]([OH:35])([CH3:34])[C:30]([F:32])([F:31])[F:33])=[CH:25][CH:24]=1)(=[O:6])=[O:5]. (5) The product is: [NH2:31][C:27]1[N:28]=[CH:29][N:30]=[C:25]([C:22]2[CH:21]=[C:20]([C:18]3[CH:19]=[C:14]([Cl:13])[CH:15]=[CH:16][C:17]=3[CH3:32])[N:24]([C:5]([NH:35][CH3:34])=[O:11])[CH:23]=2)[CH:26]=1. Given the reactants ClC(Cl)(O[C:5](=[O:11])OC(Cl)(Cl)Cl)Cl.[Cl:13][C:14]1[CH:15]=[CH:16][C:17]([CH3:32])=[C:18]([C:20]2[NH:24][CH:23]=[C:22]([C:25]3[N:30]=[CH:29][N:28]=[C:27]([NH2:31])[CH:26]=3)[CH:21]=2)[CH:19]=1.C[CH2:34][N:35](C(C)C)C(C)C.CN, predict the reaction product. (6) Given the reactants [F:1][C:2]1[CH:3]=[CH:4][C:5]2[N:9]=[C:8]([C:10]3[O:11][C:12]([CH3:15])=[CH:13][CH:14]=3)[N:7]([C:16]3[C:24]4[O:23][CH2:22][C@@H:21]([N:25](C(=O)C(F)(F)F)[C:26]5[CH:39]=[CH:38][C:29]6[C@H:30]([CH2:33][C:34]([O:36]C)=[O:35])[CH2:31][O:32][C:28]=6[CH:27]=5)[C:20]=4[CH:19]=[CH:18][CH:17]=3)[C:6]=2[CH:46]=1.[OH-].[Na+].Cl, predict the reaction product. The product is: [F:1][C:2]1[CH:3]=[CH:4][C:5]2[N:9]=[C:8]([C:10]3[O:11][C:12]([CH3:15])=[CH:13][CH:14]=3)[N:7]([C:16]3[C:24]4[O:23][CH2:22][C@@H:21]([NH:25][C:26]5[CH:39]=[CH:38][C:29]6[C@H:30]([CH2:33][C:34]([OH:36])=[O:35])[CH2:31][O:32][C:28]=6[CH:27]=5)[C:20]=4[CH:19]=[CH:18][CH:17]=3)[C:6]=2[CH:46]=1. (7) The product is: [O:20]1[CH2:21][CH2:22][N:17]([C:13]2[CH:12]=[C:11]([C:5]3[NH:6][C:7]4[C:3]([N:4]=3)=[C:2]([C:41]3[CH:42]=[CH:43][C:36]([O:35][CH:32]5[CH2:33][CH2:34][O:29][CH2:30][CH2:31]5)=[C:37]([CH:40]=3)[C:38]#[N:39])[N:10]=[CH:9][N:8]=4)[CH:16]=[CH:15][CH:14]=2)[CH2:18][CH2:19]1. Given the reactants Cl[C:2]1[N:10]=[CH:9][N:8]=[C:7]2[C:3]=1[N:4]=[C:5]([C:11]1[CH:12]=[C:13]([N:17]3[CH2:22][CH2:21][O:20][CH2:19][CH2:18]3)[CH:14]=[CH:15][CH:16]=1)[NH:6]2.C([O-])([O-])=O.[K+].[K+].[O:29]1[CH2:34][CH2:33][CH:32]([O:35][C:36]2[CH:43]=[CH:42][C:41](B3OC(C)(C)C(C)(C)O3)=[CH:40][C:37]=2[C:38]#[N:39])[CH2:31][CH2:30]1, predict the reaction product.